From a dataset of Full USPTO retrosynthesis dataset with 1.9M reactions from patents (1976-2016). Predict the reactants needed to synthesize the given product. (1) The reactants are: [N+:1]([C:4]1[CH:5]=[C:6]([CH:16]=[C:17]([C:19]#[C:20][Si](C(C)C)(C(C)C)C(C)C)[CH:18]=1)[O:7][CH2:8][CH2:9][N:10]1[CH2:15][CH2:14][O:13][CH2:12][CH2:11]1)([O-:3])=[O:2].CCCC[N+](CCCC)(CCCC)CCCC.[F-]. Given the product [C:19]([C:17]1[CH:16]=[C:6]([CH:5]=[C:4]([N+:1]([O-:3])=[O:2])[CH:18]=1)[O:7][CH2:8][CH2:9][N:10]1[CH2:11][CH2:12][O:13][CH2:14][CH2:15]1)#[CH:20], predict the reactants needed to synthesize it. (2) Given the product [CH:39]1([C:42]([N:11]2[CH2:12][CH2:13][N:8]([C:14]3[N:19]=[CH:18][C:17]([C:20]4([C:23]([N:25]5[CH2:29][CH2:28][C@@:27]6([C:33]7[CH:34]=[CH:35][CH:36]=[CH:37][C:32]=7[C:31](=[O:38])[O:30]6)[CH2:26]5)=[O:24])[CH2:22][CH2:21]4)=[CH:16][CH:15]=3)[CH2:9][CH2:10]2)=[O:43])[CH2:41][CH2:40]1, predict the reactants needed to synthesize it. The reactants are: CN1CCOCC1.[N:8]1([C:14]2[N:19]=[CH:18][C:17]([C:20]3([C:23]([N:25]4[CH2:29][CH2:28][C@@:27]5([C:33]6[CH:34]=[CH:35][CH:36]=[CH:37][C:32]=6[C:31](=[O:38])[O:30]5)[CH2:26]4)=[O:24])[CH2:22][CH2:21]3)=[CH:16][CH:15]=2)[CH2:13][CH2:12][NH:11][CH2:10][CH2:9]1.[CH:39]1([C:42](O)=[O:43])[CH2:41][CH2:40]1.F[P-](F)(F)(F)(F)F.N1(O[P+](N(C)C)(N(C)C)N(C)C)C2C=CC=CC=2N=N1.C(#N)C. (3) Given the product [Br-:1].[CH3:18][N:9]([CH:10]=[N:11][C:12]1[S:13][CH:14]=[C:15]([CH3:17])[N+:16]=1[CH2:2][C:3]([O:5][CH2:6][CH3:7])=[O:4])[CH3:8], predict the reactants needed to synthesize it. The reactants are: [Br:1][CH2:2][C:3]([O:5][CH2:6][CH3:7])=[O:4].[CH3:8][N:9]([CH3:18])[CH:10]=[N:11][C:12]1[S:13][CH:14]=[C:15]([CH3:17])[N:16]=1.